From a dataset of TCR-epitope binding with 47,182 pairs between 192 epitopes and 23,139 TCRs. Binary Classification. Given a T-cell receptor sequence (or CDR3 region) and an epitope sequence, predict whether binding occurs between them. The epitope is QIKVRVKMV. The TCR CDR3 sequence is CASSPSHPGDGYTF. Result: 0 (the TCR does not bind to the epitope).